Dataset: Forward reaction prediction with 1.9M reactions from USPTO patents (1976-2016). Task: Predict the product of the given reaction. (1) The product is: [Cl:1][C:2]1[CH:7]=[CH:6][C:5]([N:8]2[C:12]([C:13]3[C:14]([F:21])=[CH:15][C:16]([F:20])=[CH:17][C:18]=3[F:19])=[C:11]([Cl:23])[N:10]=[C:9]2[CH3:22])=[CH:4][N:3]=1. Given the reactants [Cl:1][C:2]1[CH:7]=[CH:6][C:5]([N:8]2[C:12]([C:13]3[C:18]([F:19])=[CH:17][C:16]([F:20])=[CH:15][C:14]=3[F:21])=[CH:11][N:10]=[C:9]2[CH3:22])=[CH:4][N:3]=1.[Cl:23]N1C(=O)CCC1=O, predict the reaction product. (2) Given the reactants [CH:1]1([S:4]([C:7]2[CH:12]=[CH:11][C:10]([CH:13]([C:21]3[NH:25][C:24]([C:26]4[N:31]=[CH:30][C:29]([CH:32]=O)=[CH:28][CH:27]=4)=[CH:23][CH:22]=3)[CH2:14][CH:15]3[CH2:20][CH2:19][O:18][CH2:17][CH2:16]3)=[CH:9][CH:8]=2)(=[O:6])=[O:5])[CH2:3][CH2:2]1.[NH:34]1[CH2:39][CH2:38][S:37](=[O:40])[CH2:36][CH2:35]1.C(O[BH-](OC(=O)C)OC(=O)C)(=O)C.[Na+], predict the reaction product. The product is: [CH:1]1([S:4]([C:7]2[CH:12]=[CH:11][C:10]([CH:13]([C:21]3[NH:25][C:24]([C:26]4[N:31]=[CH:30][C:29]([CH2:32][N:34]5[CH2:39][CH2:38][S:37](=[O:40])[CH2:36][CH2:35]5)=[CH:28][CH:27]=4)=[CH:23][CH:22]=3)[CH2:14][CH:15]3[CH2:16][CH2:17][O:18][CH2:19][CH2:20]3)=[CH:9][CH:8]=2)(=[O:6])=[O:5])[CH2:3][CH2:2]1.